From a dataset of Full USPTO retrosynthesis dataset with 1.9M reactions from patents (1976-2016). Predict the reactants needed to synthesize the given product. (1) Given the product [Cl:22][C:23]1[CH:30]=[CH:29][C:26]([CH2:27][N:9]2[C:10]3[C:6](=[CH:5][CH:4]=[CH:3][C:2]=3[CH3:1])[CH:7]=[C:8]2[C:11]([O:13][CH2:14][CH3:15])=[O:12])=[CH:25][CH:24]=1, predict the reactants needed to synthesize it. The reactants are: [CH3:1][C:2]1[CH:3]=[CH:4][CH:5]=[C:6]2[C:10]=1[NH:9][C:8]([C:11]([O:13][CH2:14][CH3:15])=[O:12])=[CH:7]2.C(=O)([O-])[O-].[K+].[K+].[Cl:22][C:23]1[CH:30]=[CH:29][C:26]([CH2:27]Cl)=[CH:25][CH:24]=1. (2) Given the product [Br:24][CH2:12][C:5]1[N:6]([CH3:11])[C:7]2[C:3]([C:4]=1[C:13]([O:15][CH3:16])=[O:14])=[C:2]([Cl:1])[CH:10]=[CH:9][CH:8]=2, predict the reactants needed to synthesize it. The reactants are: [Cl:1][C:2]1[CH:10]=[CH:9][CH:8]=[C:7]2[C:3]=1[C:4]([C:13]([O:15][CH3:16])=[O:14])=[C:5]([CH3:12])[N:6]2[CH3:11].C1C(=O)N([Br:24])C(=O)C1.C(OOC(=O)C1C=CC=CC=1)(=O)C1C=CC=CC=1. (3) Given the product [F:21][C:18]1[CH:19]=[CH:20][C:15]([N:12]2[C:5]3=[C:6]4[C:11](=[C:2]([C:29]5[CH:30]=[CH:31][C:26]([C:24]([O:23][CH3:22])=[O:25])=[CH:27][CH:28]=5)[CH:3]=[C:4]3[CH:14]=[N:13]2)[CH:10]=[N:9][CH:8]=[CH:7]4)=[CH:16][CH:17]=1, predict the reactants needed to synthesize it. The reactants are: Br[C:2]1[CH:3]=[C:4]2[CH:14]=[N:13][N:12]([C:15]3[CH:20]=[CH:19][C:18]([F:21])=[CH:17][CH:16]=3)[C:5]2=[C:6]2[C:11]=1[CH:10]=[N:9][CH:8]=[CH:7]2.[CH3:22][O:23][C:24]([C:26]1[CH:31]=[CH:30][C:29](B(O)O)=[CH:28][CH:27]=1)=[O:25]. (4) Given the product [CH:20]([O:19][C:15]1[C:14]([O:23][CH:24]([CH3:26])[CH3:25])=[CH:13][C:10]([C:11]#[N:12])=[C:9]([S:8][C:5]2[CH:6]=[CH:7][C:2]([O:1][C:34]3[CH:39]=[CH:38][CH:37]=[CH:36][CH:35]=3)=[CH:3][CH:4]=2)[C:16]=1[C:17]#[N:18])([CH3:21])[CH3:22], predict the reactants needed to synthesize it. The reactants are: [OH:1][C:2]1[CH:7]=[CH:6][C:5]([S:8][C:9]2[C:16]([C:17]#[N:18])=[C:15]([O:19][CH:20]([CH3:22])[CH3:21])[C:14]([O:23][CH:24]([CH3:26])[CH3:25])=[CH:13][C:10]=2[C:11]#[N:12])=[CH:4][CH:3]=1.C(N(CC)CC)C.[C:34]1(B(O)O)[CH:39]=[CH:38][CH:37]=[CH:36][CH:35]=1.